From a dataset of Reaction yield outcomes from USPTO patents with 853,638 reactions. Predict the reaction yield, written as a fraction of the theoretical maximum amount of product (1.0 means a 100% yield; for example, 0.34 means a 34% yield). (1) The reactants are CS(O[C@H:6]1[C@@H:11]([CH3:12])[CH2:10][C@@H:9]([C:13]2[CH:18]=[CH:17][N:16]=[CH:15][C:14]=2[NH2:19])[CH2:8][C@H:7]1[NH:20][C:21]([O:23][C:24]([CH3:27])([CH3:26])[CH3:25])=[O:22])(=O)=O.[N-:28]=[N+:29]=[N-:30].[Na+]. The catalyst is CN(C=O)C. The product is [NH2:19][C:14]1[CH:15]=[N:16][CH:17]=[CH:18][C:13]=1[C@H:9]1[CH2:8][C@@H:7]([NH:20][C:21](=[O:22])[O:23][C:24]([CH3:27])([CH3:26])[CH3:25])[C@H:6]([N:28]=[N+:29]=[N-:30])[C@@H:11]([CH3:12])[CH2:10]1. The yield is 0.870. (2) The reactants are C(OC(=O)[O:5][C:6]1[C:17]2[C:16](=[O:18])[N:15]([CH2:19][C:20]3[CH:25]=[CH:24][C:23]([F:26])=[CH:22][CH:21]=3)[C:14](=[O:27])[C:13]=2[C:12]([O:28][CH:29]([C:36]2[CH:41]=[CH:40][CH:39]=[CH:38][CH:37]=2)[C:30]2[CH:35]=[CH:34][CH:33]=[CH:32][CH:31]=2)=[C:11]2[C:7]=1[N:8]([CH2:42][C:43]1[CH:48]=[CH:47][CH:46]=[CH:45][CH:44]=1)[CH:9]=[N:10]2)C.C([O-])([O-])=O.[K+].[K+]. The catalyst is C1COCC1.CN(C1C=CN=CC=1)C.O. The product is [CH:29]([O:28][C:12]1[C:13]2[C:14](=[O:27])[N:15]([CH2:19][C:20]3[CH:21]=[CH:22][C:23]([F:26])=[CH:24][CH:25]=3)[C:16](=[O:18])[C:17]=2[C:6]([OH:5])=[C:7]2[C:11]=1[N:10]=[CH:9][N:8]2[CH2:42][C:43]1[CH:48]=[CH:47][CH:46]=[CH:45][CH:44]=1)([C:36]1[CH:37]=[CH:38][CH:39]=[CH:40][CH:41]=1)[C:30]1[CH:35]=[CH:34][CH:33]=[CH:32][CH:31]=1. The yield is 0.940. (3) The reactants are [Cl:1][C:2]1[CH:3]=[C:4]([C:8]2[CH:9]=[CH:10][CH:11]=[C:12]([CH:19]=2)C(N(OC)C)=O)[CH:5]=[CH:6][CH:7]=1.C[Li].[Cl-].[NH4+:23].C([O:27][CH2:28][CH3:29])(=O)C. The catalyst is C1COCC1.CCOCC. The product is [NH2:23][C:11]1[CH:10]=[CH:9][C:8]([C:4]2[CH:5]=[CH:6][CH:7]=[C:2]([Cl:1])[CH:3]=2)=[CH:19][C:12]=1[C:28](=[O:27])[CH3:29]. The yield is 0.470.